This data is from Full USPTO retrosynthesis dataset with 1.9M reactions from patents (1976-2016). The task is: Predict the reactants needed to synthesize the given product. (1) Given the product [CH2:1]([O:8][C:12]1[C:17]([C:18]([N:20]([CH3:27])[C:21]2[CH:22]=[CH:23][CH:24]=[CH:25][CH:26]=2)=[O:19])=[CH:16][N:15]=[C:14]2[N:28]([C:32]3[CH:37]=[CH:36][CH:35]=[CH:34][N:33]=3)[N:29]=[C:30]([CH3:31])[C:13]=12)[C:2]1[CH:7]=[CH:6][CH:5]=[CH:4][CH:3]=1, predict the reactants needed to synthesize it. The reactants are: [CH2:1]([OH:8])[C:2]1[CH:7]=[CH:6][CH:5]=[CH:4][CH:3]=1.[H-].[Na+].Cl[C:12]1[C:17]([C:18]([N:20]([CH3:27])[C:21]2[CH:26]=[CH:25][CH:24]=[CH:23][CH:22]=2)=[O:19])=[CH:16][N:15]=[C:14]2[N:28]([C:32]3[CH:37]=[CH:36][CH:35]=[CH:34][N:33]=3)[N:29]=[C:30]([CH3:31])[C:13]=12. (2) Given the product [NH:1]1[C:5]([NH:6][C:7]([C:9]2[CH:14]=[CH:13][CH:12]=[C:11]([C:15]3[CH:20]=[CH:19][CH:18]=[C:17]([C:21](=[N:34][NH:33][C:25]4[S:24][C:28]5[CH:29]=[CH:30][CH:31]=[CH:32][C:27]=5[N:26]=4)[CH3:22])[CH:16]=3)[N:10]=2)=[O:8])=[N:4][N:3]=[N:2]1, predict the reactants needed to synthesize it. The reactants are: [NH:1]1[C:5]([NH:6][C:7]([C:9]2[CH:14]=[CH:13][CH:12]=[C:11]([C:15]3[CH:20]=[CH:19][CH:18]=[C:17]([C:21](=O)[CH3:22])[CH:16]=3)[N:10]=2)=[O:8])=[N:4][N:3]=[N:2]1.[S:24]1[C:28]2[CH:29]=[CH:30][CH:31]=[CH:32][C:27]=2[N:26]=[C:25]1[NH:33][NH2:34]. (3) Given the product [CH3:28][N:2]([CH3:1])[C:3]([C:5]1[C:16]([CH2:17][CH2:18][CH:19]([OH:26])[C:20]2[CH:25]=[CH:24][CH:23]=[CH:22][CH:21]=2)=[C:15]([OH:27])[C:8]2[N:9]=[C:10]([CH2:13][CH3:14])[N:11]([CH3:12])[C:7]=2[CH:6]=1)=[O:4], predict the reactants needed to synthesize it. The reactants are: [CH3:1][N:2]([CH3:28])[C:3]([C:5]1[C:16]([CH2:17][CH2:18][C:19](=[O:26])[C:20]2[CH:25]=[CH:24][CH:23]=[CH:22][CH:21]=2)=[C:15]([OH:27])[C:8]2[N:9]=[C:10]([CH2:13][CH3:14])[N:11]([CH3:12])[C:7]=2[CH:6]=1)=[O:4].[BH4-].[Na+].[Cl-].[NH4+]. (4) Given the product [OH:24][NH:23][C:21](=[O:22])/[CH:20]=[CH:19]/[C:16]1[CH:17]=[CH:18][N:14]([S:11]([C:2]2[CH:3]=[CH:4][C:5]3[C:10](=[CH:9][CH:8]=[CH:7][CH:6]=3)[CH:1]=2)(=[O:13])=[O:12])[CH:15]=1, predict the reactants needed to synthesize it. The reactants are: [CH:1]1[C:10]2[C:5](=[CH:6][CH:7]=[CH:8][CH:9]=2)[CH:4]=[CH:3][C:2]=1[S:11]([N:14]1[CH:18]=[CH:17][C:16](/[CH:19]=[CH:20]/[C:21]([NH:23][O:24]C2CCCCO2)=[O:22])=[CH:15]1)(=[O:13])=[O:12].Cl. (5) Given the product [NH2:24][C:5]1[CH:4]=[C:3]([O:2][CH3:1])[CH:23]=[CH:22][C:6]=1[CH2:7][NH:8][CH:9]1[CH2:14][CH2:13][N:12]([CH2:15][C:16]2[CH:21]=[CH:20][CH:19]=[CH:18][CH:17]=2)[CH2:11][CH2:10]1, predict the reactants needed to synthesize it. The reactants are: [CH3:1][O:2][C:3]1[CH:23]=[CH:22][C:6]([CH2:7][NH:8][CH:9]2[CH2:14][CH2:13][N:12]([CH2:15][C:16]3[CH:21]=[CH:20][CH:19]=[CH:18][CH:17]=3)[CH2:11][CH2:10]2)=[C:5]([N+:24]([O-])=O)[CH:4]=1. (6) Given the product [Cl:1][C:2]1[CH:19]=[CH:18][C:17]([Cl:20])=[CH:16][C:3]=1[CH2:4][N:5]1[CH2:10][CH2:9][NH:8][C:7]2[N:11]=[CH:12][C:13]([C:37]3[CH:38]=[CH:39][C:34]([C:32]([N:29]4[CH2:28][CH2:27][CH:26]([N:21]5[CH2:22][CH2:23][CH2:24][CH2:25]5)[CH2:31][CH2:30]4)=[O:33])=[CH:35][CH:36]=3)=[CH:14][C:6]1=2, predict the reactants needed to synthesize it. The reactants are: [Cl:1][C:2]1[CH:19]=[CH:18][C:17]([Cl:20])=[CH:16][C:3]=1[CH2:4][N:5]1[CH2:10][CH2:9][NH:8][C:7]2[N:11]=[CH:12][C:13](I)=[CH:14][C:6]1=2.[N:21]1([CH:26]2[CH2:31][CH2:30][N:29]([C:32]([C:34]3[CH:39]=[CH:38][C:37](B4OC(C)(C)C(C)(C)O4)=[CH:36][CH:35]=3)=[O:33])[CH2:28][CH2:27]2)[CH2:25][CH2:24][CH2:23][CH2:22]1. (7) Given the product [NH2:1][C:2]([C:4]1[CH:5]=[N:6][C:7]2[C:12]([C:13]=1[NH:14][C:15]1[CH:16]=[C:17]([CH:23]=[CH:24][CH:25]=1)[C:18]([OH:20])=[O:19])=[CH:11][CH:10]=[C:9]([Br:26])[CH:8]=2)=[O:3], predict the reactants needed to synthesize it. The reactants are: [NH2:1][C:2]([C:4]1[CH:5]=[N:6][C:7]2[C:12]([C:13]=1[NH:14][C:15]1[CH:16]=[C:17]([CH:23]=[CH:24][CH:25]=1)[C:18]([O:20]CC)=[O:19])=[CH:11][CH:10]=[C:9]([Br:26])[CH:8]=2)=[O:3].[OH-].[Na+]. (8) Given the product [CH3:12][O:11][C:4]1[CH:3]=[C:2]([S:64][CH2:65][CH2:66][OH:67])[CH:7]=[C:6]([N+:8]([O-:10])=[O:9])[CH:5]=1, predict the reactants needed to synthesize it. The reactants are: Br[C:2]1[CH:7]=[C:6]([N+:8]([O-:10])=[O:9])[CH:5]=[C:4]([O:11][CH3:12])[CH:3]=1.CC1(C)C2C(=C(P(C3C=CC=CC=3)C3C=CC=CC=3)C=CC=2)OC2C(P(C3C=CC=CC=3)C3C=CC=CC=3)=CC=CC1=2.CCN(C(C)C)C(C)C.[SH:64][CH2:65][CH2:66][OH:67]. (9) Given the product [NH2:35][C:29]1[N:30]=[CH:31][N:32]=[C:33]([NH:1][C@H:2]([C:4]2[N:9]([C:10]3[CH:11]=[CH:12][CH:13]=[CH:14][CH:15]=3)[C:8](=[O:16])[C:7]3=[C:17]([S:20][C:21]4[CH:26]=[CH:25][CH:24]=[CH:23][CH:22]=4)[CH:18]=[CH:19][N:6]3[N:5]=2)[CH3:3])[C:28]=1[Br:27], predict the reactants needed to synthesize it. The reactants are: [NH2:1][C@H:2]([C:4]1[N:9]([C:10]2[CH:15]=[CH:14][CH:13]=[CH:12][CH:11]=2)[C:8](=[O:16])[C:7]2=[C:17]([S:20][C:21]3[CH:26]=[CH:25][CH:24]=[CH:23][CH:22]=3)[CH:18]=[CH:19][N:6]2[N:5]=1)[CH3:3].[Br:27][C:28]1[C:29]([NH2:35])=[N:30][CH:31]=[N:32][C:33]=1Cl.[F-].[Cs+].C(N(CC)C(C)C)(C)C.